From a dataset of Forward reaction prediction with 1.9M reactions from USPTO patents (1976-2016). Predict the product of the given reaction. (1) Given the reactants [C:1]([C:4]1[NH:8][C:7]2[C:9]([Cl:13])=[C:10]([Cl:12])[S:11][C:6]=2[CH:5]=1)([OH:3])=O.[NH2:14][CH:15]1[CH2:23][C:22]2[C:17](=[CH:18][CH:19]=[CH:20][CH:21]=2)[CH2:16]1.C(N(C(C)C)CC)(C)C.CN(C(ON1N=NC2C=CC=NC1=2)=[N+](C)C)C.F[P-](F)(F)(F)(F)F, predict the reaction product. The product is: [Cl:12][C:10]1[S:11][C:6]2[CH:5]=[C:4]([C:1](=[O:3])[NH:14][CH:15]3[CH2:23][C:22]4[C:17](=[CH:18][CH:19]=[CH:20][CH:21]=4)[CH2:16]3)[NH:8][C:7]=2[C:9]=1[Cl:13]. (2) Given the reactants [CH3:1][S:2]([C:5]1[CH:28]=[CH:27][C:8]([CH2:9][NH:10][C:11]([C:13]2[C:18](=[O:19])[C:17](Br)=[C:16]([CH3:21])[N:15]([C@@H:22]([CH3:26])[CH2:23][O:24][CH3:25])[CH:14]=2)=[O:12])=[CH:7][CH:6]=1)(=[O:4])=[O:3].[F:29][CH:30]([F:40])[C:31]1[CH:32]=[C:33](B(O)O)[CH:34]=[CH:35][CH:36]=1, predict the reaction product. The product is: [CH3:1][S:2]([C:5]1[CH:28]=[CH:27][C:8]([CH2:9][NH:10][C:11]([C:13]2[C:18](=[O:19])[C:17]([C:35]3[CH:34]=[CH:33][CH:32]=[C:31]([CH:30]([F:40])[F:29])[CH:36]=3)=[C:16]([CH3:21])[N:15]([C@@H:22]([CH3:26])[CH2:23][O:24][CH3:25])[CH:14]=2)=[O:12])=[CH:7][CH:6]=1)(=[O:4])=[O:3]. (3) Given the reactants [C:1]([O:5][C:6](=[O:23])[NH:7][C@@H:8]1[CH2:13][CH2:12][C@@H:11]([O:14]CC2C=CC=CC=2)[C@@H:10]([CH3:22])[CH2:9]1)([CH3:4])([CH3:3])[CH3:2], predict the reaction product. The product is: [C:1]([O:5][C:6](=[O:23])[NH:7][C@@H:8]1[CH2:13][CH2:12][C@H:11]([OH:14])[C@H:10]([CH3:22])[CH2:9]1)([CH3:4])([CH3:2])[CH3:3]. (4) Given the reactants [C:1]1([S:7]([CH2:10][C:11]2[C:16]([C:17]([O:19][CH3:20])=[O:18])=[C:15]([O:21][CH3:22])[C:14](Br)=[CH:13][CH:12]=2)(=[O:9])=[O:8])[CH:6]=[CH:5][CH:4]=[CH:3][CH:2]=1.[CH2:24]([O:26]C([Sn](CCCC)(CCCC)CCCC)=C)[CH3:25].[Cl-].[Li+], predict the reaction product. The product is: [C:24]([C:14]1[C:15]([O:21][CH3:22])=[C:16]([C:11]([CH2:10][S:7]([C:1]2[CH:6]=[CH:5][CH:4]=[CH:3][CH:2]=2)(=[O:9])=[O:8])=[CH:12][CH:13]=1)[C:17]([O:19][CH3:20])=[O:18])(=[O:26])[CH3:25].